This data is from Forward reaction prediction with 1.9M reactions from USPTO patents (1976-2016). The task is: Predict the product of the given reaction. (1) Given the reactants [F:1][C:2]1[C:3]([N:9]=[CH:10][N:11]([CH3:13])[CH3:12])=[N:4][C:5]([OH:8])=[N:6][CH:7]=1.C(=O)([O-])[O-].[Cs+].[Cs+].[C:20]([O:26][CH2:27]Cl)(=[O:25])[C:21]([CH3:24])([CH3:23])[CH3:22], predict the reaction product. The product is: [CH3:12][N:11]([CH:10]=[N:9][C:3]1[C:2]([F:1])=[CH:7][N:6]([CH2:27][O:26][C:20](=[O:25])[C:21]([CH3:24])([CH3:23])[CH3:22])[C:5](=[O:8])[N:4]=1)[CH3:13]. (2) The product is: [C:11]([C:7]1[CH:8]=[CH:9][C:4]2[N:3]=[CH:2][S:1](=[O:10])[C:5]=2[CH:6]=1)(=[O:18])[C:12]1[CH:17]=[CH:16][CH:15]=[CH:14][CH:13]=1. Given the reactants [S:1]1(=[O:10])[C:5]2[CH:6]=[CH:7][CH:8]=[CH:9][C:4]=2[N:3]=[CH:2]1.[C:11](O)(=[O:18])[C:12]1[CH:17]=[CH:16][CH:15]=[CH:14][CH:13]=1, predict the reaction product. (3) The product is: [NH2:7][CH:6]1[CH2:5][N:4]([C:10]([O:12][CH2:13][C:14]2[CH:19]=[CH:18][CH:17]=[CH:16][CH:15]=2)=[O:11])[CH2:3][C:2]1([CH3:20])[CH3:1]. Given the reactants [CH3:1][C:2]1([CH3:20])[CH2:3][N:4]([C:10]([O:12][CH2:13][C:14]2[CH:19]=[CH:18][CH:17]=[CH:16][CH:15]=2)=[O:11])[CH2:5]/[C:6]/1=[N:7]\OC.B.C1COCC1, predict the reaction product. (4) Given the reactants P(Cl)(Cl)(Cl)=O.[C:6]([O:9][CH2:10][C:11]([CH3:50])([CH3:49])[CH2:12][N:13]1[C:19]2[CH:20]=[CH:21][C:22]([Cl:24])=[CH:23][C:18]=2[C@@H:17]([C:25]2[CH:30]=[CH:29][CH:28]=[C:27]([O:31][CH3:32])[C:26]=2[O:33][CH3:34])[O:16][C@H:15]([CH2:35][C:36]([NH:38][CH2:39][C:40](=[O:47])[CH2:41][C:42]([O:44][CH2:45][CH3:46])=[O:43])=O)[C:14]1=[O:48])(=[O:8])[CH3:7].C(=O)([O-])O.[Na+], predict the reaction product. The product is: [C:6]([O:9][CH2:10][C:11]([CH3:49])([CH3:50])[CH2:12][N:13]1[C:19]2[CH:20]=[CH:21][C:22]([Cl:24])=[CH:23][C:18]=2[C@@H:17]([C:25]2[CH:30]=[CH:29][CH:28]=[C:27]([O:31][CH3:32])[C:26]=2[O:33][CH3:34])[O:16][C@H:15]([CH2:35][C:36]2[O:47][C:40]([CH2:41][C:42]([O:44][CH2:45][CH3:46])=[O:43])=[CH:39][N:38]=2)[C:14]1=[O:48])(=[O:8])[CH3:7]. (5) The product is: [C:37]([CH2:39][CH2:40][C:2]1[CH:3]=[C:4]([C:13]2[O:17][N:16]=[C:15]([C:18]3[CH:26]=[CH:25][C:24]4[NH:23][C:22]5[CH:27]([CH2:30][C:31]([OH:33])=[O:32])[CH2:28][CH2:29][C:21]=5[C:20]=4[CH:19]=3)[N:14]=2)[CH:5]=[C:6]([O:8][C:9]([F:12])([F:10])[F:11])[CH:7]=1)#[N:38]. Given the reactants Br[C:2]1[CH:3]=[C:4]([C:13]2[O:17][N:16]=[C:15]([C:18]3[CH:26]=[CH:25][C:24]4[NH:23][C:22]5[CH:27]([CH2:30][C:31]([O:33]CC)=[O:32])[CH2:28][CH2:29][C:21]=5[C:20]=4[CH:19]=3)[N:14]=2)[CH:5]=[C:6]([O:8][C:9]([F:12])([F:11])[F:10])[CH:7]=1.[Br-].[C:37]([CH2:39][CH2:40][Zn+])#[N:38], predict the reaction product. (6) Given the reactants [N:1]([C@@H:4]1[CH2:8][CH2:7][N:6]([C:9]([O:11][CH2:12][C:13]2[CH:18]=[CH:17][C:16]([N+:19]([O-:21])=[O:20])=[CH:15][CH:14]=2)=[O:10])[CH2:5]1)=[N+]=[N-].C1(P(C2C=CC=CC=2)C2C=CC=CC=2)C=CC=CC=1.O.O.O.O.O.O.O.O.O.O.S([O-])([O-])(=O)=O.[Na+].[Na+], predict the reaction product. The product is: [NH2:1][C@@H:4]1[CH2:8][CH2:7][N:6]([C:9]([O:11][CH2:12][C:13]2[CH:18]=[CH:17][C:16]([N+:19]([O-:21])=[O:20])=[CH:15][CH:14]=2)=[O:10])[CH2:5]1. (7) Given the reactants [CH2:1]([C:9]1[N:13]=[C:12]([C:14]2[CH:21]=[CH:20][C:17]([CH:18]=O)=[CH:16][CH:15]=2)[O:11][N:10]=1)[CH2:2][CH2:3][CH2:4][CH2:5][CH2:6][CH2:7][CH3:8].[O:22]1[C:26]2[CH:27]=[CH:28][C:29]([NH2:31])=[CH:30][C:25]=2[O:24][CH2:23]1, predict the reaction product. The product is: [O:22]1[C:26]2[CH:27]=[CH:28][C:29]([NH:31][CH2:18][C:17]3[CH:20]=[CH:21][C:14]([C:12]4[O:11][N:10]=[C:9]([CH2:1][CH2:2][CH2:3][CH2:4][CH2:5][CH2:6][CH2:7][CH3:8])[N:13]=4)=[CH:15][CH:16]=3)=[CH:30][C:25]=2[O:24][CH2:23]1. (8) Given the reactants [C:1]([O:5][C:6](=[O:29])[NH:7][C@H:8]1[CH2:16][CH2:15][CH2:14][C@H:13]([CH2:17][CH2:18][OH:19])[C@@H:12]([O:20][C:21]2[CH:26]=[CH:25][CH:24]=[CH:23][CH:22]=2)[C@H:11]([CH3:27])[O:10][C:9]1=[O:28])([CH3:4])([CH3:3])[CH3:2].[CH:30]1(N(C)[CH:30]2[CH2:35][CH2:34][CH2:33][CH2:32][CH2:31]2)[CH2:35][CH2:34][CH2:33][CH2:32][CH2:31]1, predict the reaction product. The product is: [C:1]([O:5][C:6](=[O:29])[NH:7][C@H:8]1[CH2:16][CH2:15][CH2:14][C@H:13]([CH2:17][CH2:18][O:19][C:30]2[CH:35]=[CH:34][CH:33]=[CH:32][CH:31]=2)[C@@H:12]([O:20][C:21]2[CH:22]=[CH:23][CH:24]=[CH:25][CH:26]=2)[C@H:11]([CH3:27])[O:10][C:9]1=[O:28])([CH3:2])([CH3:4])[CH3:3]. (9) Given the reactants [CH3:1][S:2](O[S:2]([CH3:1])(=[O:4])=[O:3])(=[O:4])=[O:3].Cl.[O:11]=[S:12]1(=[O:34])[C:17]2[CH:18]=[C:19]([O:22][C:23]3[CH:24]=[C:25]([CH2:29][NH2:30])[CH:26]=[CH:27][CH:28]=3)[CH:20]=[CH:21][C:16]=2[N:15]2[CH2:31][CH2:32][CH2:33][CH:14]2[NH:13]1.CCN(CC)CC, predict the reaction product. The product is: [O:34]=[S:12]1(=[O:11])[C:17]2[CH:18]=[C:19]([O:22][C:23]3[CH:24]=[C:25]([CH:26]=[CH:27][CH:28]=3)[CH2:29][NH:30][S:2]([CH3:1])(=[O:4])=[O:3])[CH:20]=[CH:21][C:16]=2[N:15]2[CH2:31][CH2:32][CH2:33][CH:14]2[NH:13]1.